From a dataset of Reaction yield outcomes from USPTO patents with 853,638 reactions. Predict the reaction yield, written as a fraction of the theoretical maximum amount of product (1.0 means a 100% yield; for example, 0.34 means a 34% yield). (1) The reactants are [OH:1][C:2]1[CH:7]=[CH:6][C:5]([NH:8][C:9]2[C:14]([N+:15]([O-])=O)=[CH:13][N:12]=[C:11]([O:18][C:19]3[CH:20]=[C:21]([NH:25][C:26](=[O:28])[CH3:27])[CH:22]=[CH:23][CH:24]=3)[CH:10]=2)=[CH:4][CH:3]=1.[H][H]. The catalyst is CO.[Pd]. The product is [NH2:15][C:14]1[C:9]([NH:8][C:5]2[CH:4]=[CH:3][C:2]([OH:1])=[CH:7][CH:6]=2)=[CH:10][C:11]([O:18][C:19]2[CH:20]=[C:21]([NH:25][C:26](=[O:28])[CH3:27])[CH:22]=[CH:23][CH:24]=2)=[N:12][CH:13]=1. The yield is 0.790. (2) The reactants are C([O:8][C:9]1[CH:14]=[C:13]([O:15]CC2C=CC=CC=2)[C:12]([C:23]([CH3:25])=[CH2:24])=[CH:11][C:10]=1[C:26]([N:28]1[CH2:36][C:35]2[C:30](=[CH:31][CH:32]=[CH:33][C:34]=2[O:37][CH2:38][CH2:39][CH2:40][N:41]2[CH2:46][CH2:45][O:44][CH2:43][CH2:42]2)[CH2:29]1)=[O:27])C1C=CC=CC=1. The catalyst is CO.[Pd]. The product is [OH:8][C:9]1[CH:14]=[C:13]([OH:15])[C:12]([CH:23]([CH3:25])[CH3:24])=[CH:11][C:10]=1[C:26]([N:28]1[CH2:36][C:35]2[C:30](=[CH:31][CH:32]=[CH:33][C:34]=2[O:37][CH2:38][CH2:39][CH2:40][N:41]2[CH2:42][CH2:43][O:44][CH2:45][CH2:46]2)[CH2:29]1)=[O:27]. The yield is 0.0600.